This data is from Reaction yield outcomes from USPTO patents with 853,638 reactions. The task is: Predict the reaction yield, written as a fraction of the theoretical maximum amount of product (1.0 means a 100% yield; for example, 0.34 means a 34% yield). (1) The reactants are [CH:1]1([C:6](=[O:11])[CH2:7][CH2:8][C:9]#[CH:10])[CH2:5][CH2:4][CH2:3][CH2:2]1.C(N[CH:16]([CH3:18])[CH3:17])(C)C. The catalyst is CN(C=O)C.CCOC(C)=O.[Cu]I.Cl[Pd](Cl)([P](C1C=CC=CC=1)(C1C=CC=CC=1)C1C=CC=CC=1)[P](C1C=CC=CC=1)(C1C=CC=CC=1)C1C=CC=CC=1. The product is [CH:1]1([C:6](=[O:11])[CH2:7][CH2:8][C:9]#[C:10][C:3]2[CH:2]=[C:1]([CH3:5])[C:6]([OH:11])=[CH:18][C:16]=2[CH3:17])[CH2:5][CH2:4][CH2:3][CH2:2]1. The yield is 0.190. (2) The reactants are [C:1]1([CH:7]2[CH2:9][CH:8]2[C:10](Cl)=[O:11])[CH:6]=[CH:5][CH:4]=[CH:3][CH:2]=1.[CH2:13]([NH:20][C:21]([C:23]1[S:27][C:26]([NH2:28])=[N:25][C:24]=1[CH3:29])=[O:22])[C:14]1[CH:19]=[CH:18][CH:17]=[CH:16][CH:15]=1. No catalyst specified. The product is [CH2:13]([NH:20][C:21]([C:23]1[S:27][C:26]([NH:28][C:10]([CH:8]2[CH2:9][CH:7]2[C:1]2[CH:6]=[CH:5][CH:4]=[CH:3][CH:2]=2)=[O:11])=[N:25][C:24]=1[CH3:29])=[O:22])[C:14]1[CH:19]=[CH:18][CH:17]=[CH:16][CH:15]=1. The yield is 0.730. (3) The reactants are [O:1]=[S:2]1(=[O:50])[CH2:7][CH2:6][N:5]([CH2:8][CH2:9][NH:10][C@:11]23[CH2:46][CH2:45][C@@H:44]([CH:47]([CH3:49])[CH3:48])[C@@H:12]2[C@@H:13]2[C@@:26]([CH3:29])([CH2:27][CH2:28]3)[C@@:25]3([CH3:30])[C@@H:16]([C@:17]4([CH3:43])[C@@H:22]([CH2:23][CH2:24]3)[C:21]([CH3:32])([CH3:31])[C@@H:20]([C:33]3[CH:42]=[CH:41][C:36]([C:37]([O:39]C)=[O:38])=[CH:35][CH:34]=3)[CH2:19][CH2:18]4)[CH2:15][CH2:14]2)[CH2:4][CH2:3]1.[OH-].[Na+]. The catalyst is O1CCOCC1. The product is [O:50]=[S:2]1(=[O:1])[CH2:7][CH2:6][N:5]([CH2:8][CH2:9][NH:10][C@:11]23[CH2:46][CH2:45][C@@H:44]([CH:47]([CH3:48])[CH3:49])[C@@H:12]2[C@@H:13]2[C@@:26]([CH3:29])([CH2:27][CH2:28]3)[C@@:25]3([CH3:30])[C@@H:16]([C@:17]4([CH3:43])[C@@H:22]([CH2:23][CH2:24]3)[C:21]([CH3:32])([CH3:31])[C@@H:20]([C:33]3[CH:34]=[CH:35][C:36]([C:37]([OH:39])=[O:38])=[CH:41][CH:42]=3)[CH2:19][CH2:18]4)[CH2:15][CH2:14]2)[CH2:4][CH2:3]1. The yield is 0.730.